From a dataset of NCI-60 drug combinations with 297,098 pairs across 59 cell lines. Regression. Given two drug SMILES strings and cell line genomic features, predict the synergy score measuring deviation from expected non-interaction effect. (1) Drug 1: CC1=C2C(C(=O)C3(C(CC4C(C3C(C(C2(C)C)(CC1OC(=O)C(C(C5=CC=CC=C5)NC(=O)OC(C)(C)C)O)O)OC(=O)C6=CC=CC=C6)(CO4)OC(=O)C)OC)C)OC. Drug 2: COC1=C(C=C2C(=C1)N=CN=C2NC3=CC(=C(C=C3)F)Cl)OCCCN4CCOCC4. Cell line: OVCAR-4. Synergy scores: CSS=46.8, Synergy_ZIP=-9.96, Synergy_Bliss=-4.91, Synergy_Loewe=-0.557, Synergy_HSA=0.862. (2) Drug 1: CN1C(=O)N2C=NC(=C2N=N1)C(=O)N. Drug 2: CC1C(C(CC(O1)OC2CC(CC3=C2C(=C4C(=C3O)C(=O)C5=C(C4=O)C(=CC=C5)OC)O)(C(=O)CO)O)N)O.Cl. Cell line: BT-549. Synergy scores: CSS=26.6, Synergy_ZIP=-4.64, Synergy_Bliss=-2.26, Synergy_Loewe=-26.8, Synergy_HSA=-1.90.